This data is from Forward reaction prediction with 1.9M reactions from USPTO patents (1976-2016). The task is: Predict the product of the given reaction. (1) Given the reactants Cl[C:2]1[N:3]=[C:4]([NH:11][C:12]2[CH:17]=[CH:16][CH:15]=[C:14]([S:18]([CH3:21])(=[O:20])=[O:19])[CH:13]=2)[C:5]2[N:10]=[CH:9][S:8][C:6]=2[N:7]=1.CC1(C)C(C)(C)OB([C:30]2[CH:31]=[C:32]([CH:37]=[CH:38][CH:39]=2)[C:33]([O:35][CH3:36])=[O:34])O1.C([O-])([O-])=O.[Na+].[Na+].O1CCOCC1, predict the reaction product. The product is: [CH3:21][S:18]([C:14]1[CH:13]=[C:12]([NH:11][C:4]2[C:5]3[N:10]=[CH:9][S:8][C:6]=3[N:7]=[C:2]([C:30]3[CH:31]=[C:32]([CH:37]=[CH:38][CH:39]=3)[C:33]([O:35][CH3:36])=[O:34])[N:3]=2)[CH:17]=[CH:16][CH:15]=1)(=[O:20])=[O:19]. (2) Given the reactants [Si]([O:18][CH2:19][C:20]1[N:25]=[C:24]2[N:26]([CH2:29][CH3:30])[N:27]=[CH:28][C:23]2=[C:22]([C:31]2[CH:32]=[N:33][CH:34]=[C:35]([CH3:37])[CH:36]=2)[C:21]=1[CH2:38][CH2:39][C:40]([O:42][CH2:43][CH3:44])=[O:41])(C(C)(C)C)(C1C=CC=CC=1)C1C=CC=CC=1.[F-].C([N+](CCCC)(CCCC)CCCC)CCC, predict the reaction product. The product is: [CH2:29]([N:26]1[C:24]2=[N:25][C:20]([CH2:19][OH:18])=[C:21]([CH2:38][CH2:39][C:40]([O:42][CH2:43][CH3:44])=[O:41])[C:22]([C:31]3[CH:32]=[N:33][CH:34]=[C:35]([CH3:37])[CH:36]=3)=[C:23]2[CH:28]=[N:27]1)[CH3:30]. (3) Given the reactants [F:1][C:2]([F:19])([F:18])[C@@H:3]([OH:17])[CH2:4][N:5]1[CH2:10][CH2:9][CH2:8][C@H:7]([C:11]2[CH:16]=[CH:15][CH:14]=[CH:13][CH:12]=2)[CH2:6]1.[Cl:20][C:21]1[CH:26]=[CH:25][C:24]([N:27]=[C:28]=[O:29])=[CH:23][CH:22]=1, predict the reaction product. The product is: [ClH:20].[F:19][C:2]([F:1])([F:18])[C@@H:3]([O:17][C:28](=[O:29])[NH:27][C:24]1[CH:25]=[CH:26][C:21]([Cl:20])=[CH:22][CH:23]=1)[CH2:4][N:5]1[CH2:10][CH2:9][CH2:8][C@H:7]([C:11]2[CH:16]=[CH:15][CH:14]=[CH:13][CH:12]=2)[CH2:6]1.